This data is from Full USPTO retrosynthesis dataset with 1.9M reactions from patents (1976-2016). The task is: Predict the reactants needed to synthesize the given product. (1) Given the product [C:6]([C:5]1[CH:4]=[CH:11][CH:10]=[CH:9][CH:8]=1)(=[O:7])[CH3:13].[C:13]1([C:19]([OH:1])([CH3:21])[CH3:20])[CH:18]=[CH:17][CH:16]=[CH:15][CH:14]=1.[C:13]1([OH:1])[CH:18]=[CH:17][CH:16]=[CH:15][CH:14]=1.[C:13]1([CH:19]([CH3:21])[CH3:20])[CH:18]=[CH:17][CH:16]=[CH:15][CH:14]=1, predict the reactants needed to synthesize it. The reactants are: [OH:1]N1[C:6](=[O:7])[C:5]2=[CH:8][CH:9]=[CH:10][CH:11]=[C:4]2C1=O.[C:13]1([CH:19]([CH3:21])[CH3:20])[CH:18]=[CH:17][CH:16]=[CH:15][CH:14]=1. (2) Given the product [Cl:23][C:24]1[CH:31]=[CH:30][CH:29]=[CH:28][C:25]=1[CH:26]=[C:11]([C:10]([CH2:9][O:8][CH2:7][CH2:6][N:5]1[C:4](=[O:17])[C:3]2=[CH:18][CH:19]=[CH:20][CH:21]=[C:2]2[C:1]1=[O:22])=[O:16])[C:12]([O:14][CH3:15])=[O:13], predict the reactants needed to synthesize it. The reactants are: [C:1]1(=[O:22])[N:5]([CH2:6][CH2:7][O:8][CH2:9][C:10](=[O:16])[CH2:11][C:12]([O:14][CH3:15])=[O:13])[C:4](=[O:17])[C:3]2=[CH:18][CH:19]=[CH:20][CH:21]=[C:2]12.[Cl:23][C:24]1[CH:31]=[CH:30][CH:29]=[CH:28][C:25]=1[CH:26]=O.N1CCCCC1.C(O)(=O)C. (3) The reactants are: [OH-].[NH4+:2].[CH:3]1([CH2:6][N:7]2[C:11]3[CH:12]=[CH:13][C:14](C(F)(F)F)=[CH:15][C:10]=3[N:9]=[C:8]2[CH2:20][O:21][CH2:22][C:23]2([C:36]3[CH:41]=[CH:40][CH:39]=[CH:38][CH:37]=3)[CH2:28][CH2:27][N:26]([C:29]([O:31][C:32]([CH3:35])([CH3:34])[CH3:33])=[O:30])[CH2:25][CH2:24]2)[CH2:5][CH2:4]1. Given the product [C:23]([C:36]1[CH:41]=[CH:40][C:39]([C:13]2[CH:14]=[CH:15][C:10]3[N:9]=[C:8]([CH2:20][O:21][CH2:22][C:23]4([C:36]5[CH:41]=[CH:40][CH:39]=[CH:38][CH:37]=5)[CH2:28][CH2:27][N:26]([C:29]([O:31][C:32]([CH3:35])([CH3:33])[CH3:34])=[O:30])[CH2:25][CH2:24]4)[N:7]([CH2:6][CH:3]4[CH2:4][CH2:5]4)[C:11]=3[CH:12]=2)=[CH:38][CH:37]=1)#[N:2], predict the reactants needed to synthesize it. (4) Given the product [CH2:34]([N:41]([CH3:42])[C:15]([C@@H:9]1[CH2:10][C:11](=[CH:13][Cl:14])[CH2:12][N:8]1[C:6](=[O:7])[C:28]1[CH:27]=[CH:26][C:25]([O:18][C:19]2[CH:20]=[CH:21][CH:22]=[CH:23][CH:24]=2)=[CH:33][CH:32]=1)=[O:17])[C:35]1[CH:40]=[CH:39][CH:38]=[CH:37][CH:36]=1, predict the reactants needed to synthesize it. The reactants are: C(O[C:6]([N:8]1[CH2:12][C:11](=[CH:13][Cl:14])[CH2:10][C@H:9]1[C:15]([OH:17])=O)=[O:7])(C)(C)C.[O:18]([C:25]1[CH:33]=[CH:32][C:28](C(Cl)=O)=[CH:27][CH:26]=1)[C:19]1[CH:24]=[CH:23][CH:22]=[CH:21][CH:20]=1.[CH2:34]([NH:41][CH3:42])[C:35]1[CH:40]=[CH:39][CH:38]=[CH:37][CH:36]=1.